The task is: Predict the reaction yield, written as a fraction of the theoretical maximum amount of product (1.0 means a 100% yield; for example, 0.34 means a 34% yield).. This data is from Reaction yield outcomes from USPTO patents with 853,638 reactions. (1) The reactants are C(OC(=O)[NH:7][C:8]1[C:13]2=[CH:14][N:15]([C:17]3[C:22]([Cl:23])=[CH:21][C:20]([C:24]#[N:25])=[CH:19][C:18]=3[Cl:26])[N:16]=[C:12]2[CH:11]=[CH:10][N:9]=1)(C)(C)C.Cl. No catalyst specified. The product is [NH2:7][C:8]1[C:13]2=[CH:14][N:15]([C:17]3[C:22]([Cl:23])=[CH:21][C:20]([C:24]#[N:25])=[CH:19][C:18]=3[Cl:26])[N:16]=[C:12]2[CH:11]=[CH:10][N:9]=1. The yield is 0.390. (2) The reactants are [CH2:1]([N:8]1[CH:13]=[CH:12][C:11]([O:14][CH2:15][C:16]2[CH:21]=[CH:20][CH:19]=[CH:18][CH:17]=2)=[C:10]([CH:22]=[CH2:23])[C:9]1=[O:24])[C:2]1[CH:7]=[CH:6][CH:5]=[CH:4][CH:3]=1.[H][H]. The catalyst is CCO.CCOC(C)=O.[Pd]. The product is [CH2:1]([N:8]1[CH:13]=[CH:12][C:11]([O:14][CH2:15][C:16]2[CH:21]=[CH:20][CH:19]=[CH:18][CH:17]=2)=[C:10]([CH2:22][CH3:23])[C:9]1=[O:24])[C:2]1[CH:3]=[CH:4][CH:5]=[CH:6][CH:7]=1. The yield is 0.640. (3) The reactants are Br[C:2]1[CH:3]=[C:4]2[C:8](=[CH:9][CH:10]=1)[C:7](=[O:11])[N:6]([CH2:12][CH2:13][C:14]1[CH:19]=[CH:18][C:17]([O:20][C:21]3[CH:26]=[CH:25][CH:24]=[CH:23][CH:22]=3)=[CH:16][CH:15]=1)[CH2:5]2.[CH3:27][N:28]1[CH2:33][CH2:32][NH:31][CH2:30][CH2:29]1.C1C=CC(P(C2C(C3C(P(C4C=CC=CC=4)C4C=CC=CC=4)=CC=C4C=3C=CC=C4)=C3C(C=CC=C3)=CC=2)C2C=CC=CC=2)=CC=1.CC(C)([O-])C.[Na+]. The catalyst is C1(C)C=CC=CC=1.CCCCCC.C(OCC)(=O)C. The product is [CH3:27][N:28]1[CH2:33][CH2:32][N:31]([C:2]2[CH:3]=[C:4]3[C:8](=[CH:9][CH:10]=2)[C:7](=[O:11])[N:6]([CH2:12][CH2:13][C:14]2[CH:19]=[CH:18][C:17]([O:20][C:21]4[CH:26]=[CH:25][CH:24]=[CH:23][CH:22]=4)=[CH:16][CH:15]=2)[CH2:5]3)[CH2:30][CH2:29]1. The yield is 0.290. (4) The reactants are Cl[C:2]1[CH:3]=[C:4]([O:11][CH:12]([CH3:16])[CH2:13][O:14][CH3:15])[C:5]([N+:8]([O-:10])=[O:9])=[N:6][CH:7]=1.[C:17]1([OH:23])[CH:22]=[CH:21][CH:20]=[CH:19][CH:18]=1.C([O-])([O-])=O.[K+].[K+].O. The catalyst is CN(C=O)C. The product is [CH3:15][O:14][CH2:13][CH:12]([CH3:16])[O:11][C:4]1[C:5]([N+:8]([O-:10])=[O:9])=[N:6][CH:7]=[C:2]([O:23][C:17]2[CH:22]=[CH:21][CH:20]=[CH:19][CH:18]=2)[CH:3]=1. The yield is 0.220. (5) The reactants are [N+:1]([C:4]1[CH:9]=[CH:8][C:7]([C:10]2([C:13]#[N:14])[CH2:12][CH2:11]2)=[CH:6][CH:5]=1)([O-])=O.CCOC(C)=O. The catalyst is CCO.[Pd]. The product is [NH2:1][C:4]1[CH:5]=[CH:6][C:7]([C:10]2([C:13]#[N:14])[CH2:11][CH2:12]2)=[CH:8][CH:9]=1. The yield is 0.230.